This data is from Reaction yield outcomes from USPTO patents with 853,638 reactions. The task is: Predict the reaction yield, written as a fraction of the theoretical maximum amount of product (1.0 means a 100% yield; for example, 0.34 means a 34% yield). (1) The reactants are [NH2:1][CH2:2][CH2:3][CH2:4][CH2:5][CH2:6][OH:7].Cl[C:9]1[C:14]([N+:15]([O-:17])=[O:16])=[CH:13][CH:12]=[CH:11][C:10]=1[N+:18]([O-:20])=[O:19].C(N(CC)CC)C.O1CCCC1. The catalyst is C(OCC)(=O)C. The product is [N+:15]([C:14]1[CH:13]=[CH:12][CH:11]=[C:10]([N+:18]([O-:20])=[O:19])[C:9]=1[NH:1][CH2:2][CH2:3][CH2:4][CH2:5][CH2:6][OH:7])([O-:17])=[O:16]. The yield is 0.970. (2) The reactants are Cl[C:2]1[C:11]2[C:6](=[CH:7][CH:8]=[C:9]([N:12]3[CH:16]([CH3:17])[CH2:15][CH2:14][C:13]3=[O:18])[CH:10]=2)[CH:5]=[N:4][CH:3]=1.[CH3:19][N:20]1[CH:24]=[C:23]([C:25]2[CH:30]=[CH:29][C:28](B3OC(C)(C)C(C)(C)O3)=[CH:27][CH:26]=2)[CH:22]=[N:21]1.C(=O)([O-])[O-].[Na+].[Na+].O. The catalyst is C(#N)C. The product is [CH3:17][CH:16]1[N:12]([C:9]2[CH:10]=[C:11]3[C:6](=[CH:7][CH:8]=2)[CH:5]=[N:4][CH:3]=[C:2]3[C:28]2[CH:27]=[CH:26][C:25]([C:23]3[CH:22]=[N:21][N:20]([CH3:19])[CH:24]=3)=[CH:30][CH:29]=2)[C:13](=[O:18])[CH2:14][CH2:15]1. The yield is 0.260. (3) The reactants are [CH2:1]([N:3]([CH2:37][CH3:38])[CH2:4][CH2:5][CH2:6][NH:7][C:8]1[N:9]=[C:10]([C:27]2[CH:28]=[C:29]([CH:33]=[CH:34][C:35]=2[CH3:36])[C:30]([OH:32])=O)[C:11]2[CH:17]=[CH:16][C:15](=[O:18])[N:14]([C:19]3[C:24]([F:25])=[CH:23][CH:22]=[CH:21][C:20]=3[F:26])[C:12]=2[N:13]=1)[CH3:2].CN(C(ON1N=NC2C=CC=CC1=2)=[N+](C)C)C.F[P-](F)(F)(F)(F)F.[CH2:63]([NH2:67])[CH:64]([CH3:66])[CH3:65]. The catalyst is C(Cl)Cl. The product is [CH2:37]([N:3]([CH2:1][CH3:2])[CH2:4][CH2:5][CH2:6][NH:7][C:8]1[N:9]=[C:10]([C:27]2[CH:28]=[C:29]([CH:33]=[CH:34][C:35]=2[CH3:36])[C:30]([NH:67][CH2:63][CH:64]([CH3:66])[CH3:65])=[O:32])[C:11]2[CH:17]=[CH:16][C:15](=[O:18])[N:14]([C:19]3[C:20]([F:26])=[CH:21][CH:22]=[CH:23][C:24]=3[F:25])[C:12]=2[N:13]=1)[CH3:38]. The yield is 0.430. (4) The reactants are [CH3:1][N:2]1[C:6]2=[CH:7][N:8]=[CH:9][C:10]([C:11]3[CH:16]=[CH:15][C:14]([NH2:17])=[CH:13][CH:12]=3)=[C:5]2[CH:4]=[N:3]1.[CH2:18]([C:20]1[CH:25]=[CH:24][CH:23]=[C:22]([N:26]=[C:27]=[O:28])[CH:21]=1)[CH3:19]. The catalyst is C(Cl)Cl. The product is [CH2:18]([C:20]1[CH:21]=[C:22]([NH:26][C:27]([NH:17][C:14]2[CH:15]=[CH:16][C:11]([C:10]3[CH:9]=[N:8][CH:7]=[C:6]4[N:2]([CH3:1])[N:3]=[CH:4][C:5]=34)=[CH:12][CH:13]=2)=[O:28])[CH:23]=[CH:24][CH:25]=1)[CH3:19]. The yield is 0.320.